From a dataset of NCI-60 drug combinations with 297,098 pairs across 59 cell lines. Regression. Given two drug SMILES strings and cell line genomic features, predict the synergy score measuring deviation from expected non-interaction effect. (1) Drug 1: C1CN1C2=NC(=NC(=N2)N3CC3)N4CC4. Drug 2: C1CCC(CC1)NC(=O)N(CCCl)N=O. Cell line: MALME-3M. Synergy scores: CSS=10.2, Synergy_ZIP=-5.78, Synergy_Bliss=-1.02, Synergy_Loewe=-1.72, Synergy_HSA=-0.992. (2) Drug 1: COC1=NC(=NC2=C1N=CN2C3C(C(C(O3)CO)O)O)N. Drug 2: CCC1(CC2CC(C3=C(CCN(C2)C1)C4=CC=CC=C4N3)(C5=C(C=C6C(=C5)C78CCN9C7C(C=CC9)(C(C(C8N6C)(C(=O)OC)O)OC(=O)C)CC)OC)C(=O)OC)O.OS(=O)(=O)O. Cell line: 786-0. Synergy scores: CSS=15.1, Synergy_ZIP=1.11, Synergy_Bliss=1.68, Synergy_Loewe=0.934, Synergy_HSA=0.854.